This data is from Catalyst prediction with 721,799 reactions and 888 catalyst types from USPTO. The task is: Predict which catalyst facilitates the given reaction. (1) Reactant: [Br:1][C@@H:2]1[CH2:7][CH2:6][CH2:5][CH2:4][C@H:3]1[OH:8].N1C=CN=C1.[CH3:14][C:15]([Si:18](Cl)([CH3:20])[CH3:19])([CH3:17])[CH3:16].O. Product: [Br:1][C@@H:2]1[CH2:7][CH2:6][CH2:5][CH2:4][C@H:3]1[O:8][Si:18]([C:15]([CH3:17])([CH3:16])[CH3:14])([CH3:20])[CH3:19]. The catalyst class is: 3. (2) Reactant: Cl.[CH2:2]([O:4][C:5](=[O:11])[C@H:6]([CH2:8][CH2:9][CH3:10])[NH2:7])[CH3:3].[OH-].[Na+].[C:14]([OH:19])(=[O:18])[C:15]([CH3:17])=O. Product: [C:5]([C@@H:6]([NH:7][C@H:15]([C:14]([OH:19])=[O:18])[CH3:17])[CH2:8][CH2:9][CH3:10])([O:4][CH2:2][CH3:3])=[O:11]. The catalyst class is: 29. (3) Reactant: [F:1][C:2]([F:7])([F:6])[C:3]([OH:5])=[O:4].[NH2:8][C:9]1[N:10]([CH3:29])[C:11](=[O:28])[C:12]2([N:27]=1)[C:21]1[C:16](=[CH:17][CH:18]=[C:19](Br)[CH:20]=1)[C:15]([F:24])([F:23])[C:14]([CH3:26])([CH3:25])[CH2:13]2.[N:30]1[CH:35]=[C:34](B(O)O)[CH:33]=[N:32][CH:31]=1.C([O-])([O-])=O.[Na+].[Na+].O1CCOCC1. Product: [F:1][C:2]([F:7])([F:6])[C:3]([OH:5])=[O:4].[NH2:8][C:9]1[N:10]([CH3:29])[C:11](=[O:28])[C:12]2([N:27]=1)[C:21]1[C:16](=[CH:17][CH:18]=[C:19]([C:34]3[CH:35]=[N:30][CH:31]=[N:32][CH:33]=3)[CH:20]=1)[C:15]([F:24])([F:23])[C:14]([CH3:26])([CH3:25])[CH2:13]2. The catalyst class is: 73. (4) Reactant: [CH2:1]([N:3]1[CH2:8][C@H:7]([CH3:9])[N:6]2[C:10]3[C:18]([C:19]([O:21][CH3:22])=[O:20])=[CH:17][NH:16][C:15](=[O:23])[C:11]=3[C:12]([O:13][CH3:14])=[C:5]2[C:4]1=[O:24])[CH3:2].C[Si]([N-][Si](C)(C)C)(C)C.[Li+].C1COCC1.[Cl:40][C:41]1[CH:42]=[C:43]([CH:46]=[CH:47][C:48]=1[F:49])[CH2:44]Br. Product: [Cl:40][C:41]1[CH:42]=[C:43]([CH:46]=[CH:47][C:48]=1[F:49])[CH2:44][N:16]1[CH:17]=[C:18]([C:19]([O:21][CH3:22])=[O:20])[C:10]2[N:6]3[C@@H:7]([CH3:9])[CH2:8][N:3]([CH2:1][CH3:2])[C:4](=[O:24])[C:5]3=[C:12]([O:13][CH3:14])[C:11]=2[C:15]1=[O:23]. The catalyst class is: 3.